Predict the product of the given reaction. From a dataset of Forward reaction prediction with 1.9M reactions from USPTO patents (1976-2016). Given the reactants [F:1][C:2]([F:31])([CH3:30])[CH2:3][N:4]([CH2:27][CH2:28][OH:29])[C:5]([C:7]1[C:11](O)=[C:10]([C:13]2[CH:18]=[CH:17][C:16]([Cl:19])=[CH:15][CH:14]=2)[N:9]([C:20]2[CH:25]=[CH:24][CH:23]=[CH:22][C:21]=2[Cl:26])[N:8]=1)=[O:6].C1(P(C2C=CC=CC=2)C2C=CC=CC=2)C=CC=CC=1.N(C(N1CCCCC1)=O)=NC(N1CCCCC1)=O.C(OCC)(=O)C, predict the reaction product. The product is: [Cl:19][C:16]1[CH:17]=[CH:18][C:13]([C:10]2[N:9]([C:20]3[CH:25]=[CH:24][CH:23]=[CH:22][C:21]=3[Cl:26])[N:8]=[C:7]3[C:11]=2[O:29][CH2:28][CH2:27][N:4]([CH2:3][C:2]([F:1])([F:31])[CH3:30])[C:5]3=[O:6])=[CH:14][CH:15]=1.